This data is from Reaction yield outcomes from USPTO patents with 853,638 reactions. The task is: Predict the reaction yield, written as a fraction of the theoretical maximum amount of product (1.0 means a 100% yield; for example, 0.34 means a 34% yield). (1) The reactants are Br[C:2]1[CH:7]=[C:6]([N+:8]([O-:10])=[O:9])[CH:5]=[CH:4][C:3]=1[NH:11][CH3:12].CCN(CC)CC.[CH3:20][C:21]([CH3:25])([CH3:24])[C:22]#[CH:23].N#N. The catalyst is C1(C)C=CC=CC=1.O.Cl[Pd](Cl)([P](C1C=CC=CC=1)(C1C=CC=CC=1)C1C=CC=CC=1)[P](C1C=CC=CC=1)(C1C=CC=CC=1)C1C=CC=CC=1.[Cu]I. The product is [CH3:20][C:21]([CH3:25])([CH3:24])[C:22]#[C:23][C:2]1[CH:7]=[C:6]([N+:8]([O-:10])=[O:9])[CH:5]=[CH:4][C:3]=1[NH:11][CH3:12]. The yield is 0.940. (2) The product is [I:9][C:6]1[C:7]2[O:8][C:10]([C:12]3[CH:13]=[C:14]([NH2:20])[C:15]([O:18][CH3:19])=[N:16][CH:17]=3)=[CH:11][C:2]=2[CH:3]=[N:4][CH:5]=1. The catalyst is N1C=CC=CC=1.[Cu]=O. The reactants are I[C:2]1[CH:3]=[N:4][CH:5]=[C:6]([I:9])[C:7]=1[OH:8].[C:10]([C:12]1[CH:13]=[C:14]([NH2:20])[C:15]([O:18][CH3:19])=[N:16][CH:17]=1)#[CH:11].C(OCC)C. The yield is 0.510. (3) The reactants are [H-].[Al+3].[Li+].[H-].[H-].[H-].[CH2:7]([N:14]1[CH2:19][CH2:18][CH2:17][C@@H:16]([NH:20][C:21]2[CH:31]=[CH:30][C:24]([C:25](OCC)=[O:26])=[CH:23][N:22]=2)[CH2:15]1)[C:8]1[CH:13]=[CH:12][CH:11]=[CH:10][CH:9]=1.CO.O. The catalyst is O1CCCC1. The product is [CH2:7]([N:14]1[CH2:19][CH2:18][CH2:17][C@@H:16]([NH:20][C:21]2[N:22]=[CH:23][C:24]([CH2:25][OH:26])=[CH:30][CH:31]=2)[CH2:15]1)[C:8]1[CH:9]=[CH:10][CH:11]=[CH:12][CH:13]=1. The yield is 1.00. (4) The reactants are [NH2:1][CH2:2][C:3]([OH:5])=[O:4].C[N+:7]([CH3:10])(C)C.[OH-].[C:12](#[N:15])[CH:13]=[CH2:14].Cl.[CH3:17][C:18](C)=O. The catalyst is O. The product is [C:12]([CH2:13][CH2:14][N:1]([CH2:17][CH2:18][C:10]#[N:7])[CH2:2][C:3]([OH:5])=[O:4])#[N:15]. The yield is 0.993.